From a dataset of NCI-60 drug combinations with 297,098 pairs across 59 cell lines. Regression. Given two drug SMILES strings and cell line genomic features, predict the synergy score measuring deviation from expected non-interaction effect. (1) Drug 1: CNC(=O)C1=CC=CC=C1SC2=CC3=C(C=C2)C(=NN3)C=CC4=CC=CC=N4. Cell line: U251. Drug 2: CN(CC1=CN=C2C(=N1)C(=NC(=N2)N)N)C3=CC=C(C=C3)C(=O)NC(CCC(=O)O)C(=O)O. Synergy scores: CSS=58.6, Synergy_ZIP=2.94, Synergy_Bliss=2.17, Synergy_Loewe=4.46, Synergy_HSA=6.01. (2) Drug 1: CN(C)C1=NC(=NC(=N1)N(C)C)N(C)C. Drug 2: C1CN(P(=O)(OC1)NCCCl)CCCl. Cell line: K-562. Synergy scores: CSS=-13.6, Synergy_ZIP=2.81, Synergy_Bliss=-6.01, Synergy_Loewe=-11.3, Synergy_HSA=-10.7. (3) Synergy scores: CSS=12.3, Synergy_ZIP=-7.22, Synergy_Bliss=-2.55, Synergy_Loewe=-4.73, Synergy_HSA=-3.09. Drug 2: CC1=C2C(C(=O)C3(C(CC4C(C3C(C(C2(C)C)(CC1OC(=O)C(C(C5=CC=CC=C5)NC(=O)OC(C)(C)C)O)O)OC(=O)C6=CC=CC=C6)(CO4)OC(=O)C)O)C)O. Drug 1: C1=CN(C(=O)N=C1N)C2C(C(C(O2)CO)O)O.Cl. Cell line: SK-OV-3. (4) Drug 1: CCC(=C(C1=CC=CC=C1)C2=CC=C(C=C2)OCCN(C)C)C3=CC=CC=C3.C(C(=O)O)C(CC(=O)O)(C(=O)O)O. Drug 2: CC(C)CN1C=NC2=C1C3=CC=CC=C3N=C2N. Cell line: EKVX. Synergy scores: CSS=6.82, Synergy_ZIP=-0.440, Synergy_Bliss=2.86, Synergy_Loewe=0.437, Synergy_HSA=0.895. (5) Synergy scores: CSS=72.3, Synergy_ZIP=3.04, Synergy_Bliss=4.04, Synergy_Loewe=-0.954, Synergy_HSA=4.40. Drug 1: CC1C(C(=O)NC(C(=O)N2CCCC2C(=O)N(CC(=O)N(C(C(=O)O1)C(C)C)C)C)C(C)C)NC(=O)C3=C4C(=C(C=C3)C)OC5=C(C(=O)C(=C(C5=N4)C(=O)NC6C(OC(=O)C(N(C(=O)CN(C(=O)C7CCCN7C(=O)C(NC6=O)C(C)C)C)C)C(C)C)C)N)C. Drug 2: C1C(C(OC1N2C=NC3=C(N=C(N=C32)Cl)N)CO)O. Cell line: SR. (6) Drug 1: C(CC(=O)O)C(=O)CN.Cl. Drug 2: COC1=C2C(=CC3=C1OC=C3)C=CC(=O)O2. Synergy scores: CSS=-3.40, Synergy_ZIP=4.20, Synergy_Bliss=3.23, Synergy_Loewe=-7.55, Synergy_HSA=-7.86. Cell line: M14. (7) Drug 1: C1CC(=O)NC(=O)C1N2C(=O)C3=CC=CC=C3C2=O. Drug 2: CC12CCC3C(C1CCC2OP(=O)(O)O)CCC4=C3C=CC(=C4)OC(=O)N(CCCl)CCCl.[Na+]. Cell line: IGROV1. Synergy scores: CSS=-0.325, Synergy_ZIP=-1.33, Synergy_Bliss=-1.08, Synergy_Loewe=-3.16, Synergy_HSA=-3.16. (8) Cell line: SNB-19. Drug 2: CC1=C(C(=CC=C1)Cl)NC(=O)C2=CN=C(S2)NC3=CC(=NC(=N3)C)N4CCN(CC4)CCO. Drug 1: C1=CN(C(=O)N=C1N)C2C(C(C(O2)CO)O)O.Cl. Synergy scores: CSS=43.1, Synergy_ZIP=-0.741, Synergy_Bliss=-1.98, Synergy_Loewe=-3.29, Synergy_HSA=-0.472. (9) Drug 2: C1C(C(OC1N2C=NC(=NC2=O)N)CO)O. Cell line: MDA-MB-231. Synergy scores: CSS=19.2, Synergy_ZIP=-1.41, Synergy_Bliss=1.17, Synergy_Loewe=4.65, Synergy_HSA=5.07. Drug 1: COC1=C(C=C2C(=C1)N=CN=C2NC3=CC(=C(C=C3)F)Cl)OCCCN4CCOCC4.